From a dataset of Reaction yield outcomes from USPTO patents with 853,638 reactions. Predict the reaction yield, written as a fraction of the theoretical maximum amount of product (1.0 means a 100% yield; for example, 0.34 means a 34% yield). (1) The reactants are O[CH2:2][C:3]1[CH:4]=[N:5][C:6]([C:9]([F:12])([F:11])[F:10])=[N:7][CH:8]=1.C(N(CC)CC)C.CS(Cl)(=O)=O.[N-:25]=[N+:26]=[N-:27].[Na+]. The catalyst is ClCCl.O. The product is [N:25]([CH2:2][C:3]1[CH:4]=[N:5][C:6]([C:9]([F:12])([F:11])[F:10])=[N:7][CH:8]=1)=[N+:26]=[N-:27]. The yield is 1.00. (2) The reactants are Cl[C:2]1[CH:11]=[CH:10][CH:9]=[C:8]2[C:3]=1[CH:4]=[CH:5][C:6]([C:12]1[CH:17]=[C:16]([CH3:18])[CH:15]=[C:14]([CH3:19])[CH:13]=1)=[N:7]2.[Br-].[CH:21]1([Zn+])[CH2:25][CH2:24][CH2:23][CH2:22]1. The catalyst is C1COCC1.CC(=O)OCC.C(O[Pd]OC(=O)C)(=O)C.C1(P(C2CCCCC2)C2C=CC=CC=2C2C(N(C)C)=CC=CC=2N(C)C)CCCCC1. The product is [CH:21]1([C:2]2[CH:11]=[CH:10][CH:9]=[C:8]3[C:3]=2[CH:4]=[CH:5][C:6]([C:12]2[CH:17]=[C:16]([CH3:18])[CH:15]=[C:14]([CH3:19])[CH:13]=2)=[N:7]3)[CH2:25][CH2:24][CH2:23][CH2:22]1. The yield is 0.720. (3) The reactants are Br[C:2]1[CH:3]=[CH:4][C:5]2[N:6]([C:8]([C:11]#[C:12][CH:13]([OH:15])[CH3:14])=[CH:9][N:10]=2)[N:7]=1.C(Cl)Cl.[F:19][C:20]1[CH:25]=[C:24]([F:26])[CH:23]=[CH:22][C:21]=1[S:27]([NH:30][C:31]1[C:32]([O:46][CH3:47])=[N:33][CH:34]=[C:35](B2OC(C)(C)C(C)(C)O2)[CH:36]=1)(=[O:29])=[O:28].C([O-])([O-])=O.[Na+].[Na+]. The catalyst is COCCOC.O.C1C=CC(P(C2C=CC=CC=2)[C-]2C=CC=C2)=CC=1.C1C=CC(P(C2C=CC=CC=2)[C-]2C=CC=C2)=CC=1.Cl[Pd]Cl.[Fe+2]. The product is [F:19][C:20]1[CH:25]=[C:24]([F:26])[CH:23]=[CH:22][C:21]=1[S:27]([NH:30][C:31]1[C:32]([O:46][CH3:47])=[N:33][CH:34]=[C:35]([C:2]2[CH:3]=[CH:4][C:5]3[N:6]([C:8]([C:11]#[C:12][CH:13]([OH:15])[CH3:14])=[CH:9][N:10]=3)[N:7]=2)[CH:36]=1)(=[O:29])=[O:28]. The yield is 0.410. (4) The reactants are [F:1][C:2]1([F:43])[CH2:6][C@H:5]([O:7][C:8]2[CH:13]=[C:12]([F:14])[C:11]([S:15]([N:18](CC3C=CC(OC)=CC=3OC)[C:19]3[CH:24]=[CH:23][N:22]=[CH:21][N:20]=3)(=[O:17])=[O:16])=[C:10]([F:36])[CH:9]=2)[C@@H:4]([C:37]2[N:41]([CH3:42])[N:40]=[CH:39][CH:38]=2)[CH2:3]1.C([SiH](CC)CC)C.FC(F)(F)C(O)=O. The catalyst is ClCCl. The product is [F:43][C:2]1([F:1])[CH2:6][C@H:5]([O:7][C:8]2[CH:13]=[C:12]([F:14])[C:11]([S:15]([NH:18][C:19]3[CH:24]=[CH:23][N:22]=[CH:21][N:20]=3)(=[O:16])=[O:17])=[C:10]([F:36])[CH:9]=2)[C@@H:4]([C:37]2[N:41]([CH3:42])[N:40]=[CH:39][CH:38]=2)[CH2:3]1. The yield is 0.730. (5) The reactants are [C:1]([C:3]1[CH:4]=[C:5]2[C:9](=[CH:10][CH:11]=1)[N:8]([CH:12]1[CH2:17][CH2:16][CH2:15][CH2:14][O:13]1)[N:7]=[C:6]2[C:18]1[CH:19]=[C:20]2[C:25](=[CH:26][CH:27]=1)[CH:24]=[C:23]([C:28]([OH:30])=O)[CH:22]=[CH:21]2)#[N:2].[CH:31]1[CH:32]=CC2N(O)N=[N:37][C:35]=2[CH:36]=1.CCN=C=NCCCN(C)C.N1CCCC1. The catalyst is CN(C=O)C.O. The product is [N:37]1([C:28]([C:23]2[CH:24]=[C:25]3[C:20](=[CH:21][CH:22]=2)[CH:19]=[C:18]([C:6]2[C:5]4[C:9](=[CH:10][CH:11]=[C:3]([C:1]#[N:2])[CH:4]=4)[N:8]([CH:12]4[CH2:17][CH2:16][CH2:15][CH2:14][O:13]4)[N:7]=2)[CH:27]=[CH:26]3)=[O:30])[CH2:32][CH2:31][CH2:36][CH2:35]1. The yield is 0.790. (6) The reactants are O[C@@H:2]1[C@H:7](O)[C@@H](OC)C(C)(C)O[C@H:3]1[O:13][C:14]1[C:23]([CH3:24])=[C:22]2[C:17]([CH:18]=[C:19]([NH:26]S(C3C=CC=CC=3)(=O)=O)[C:20](=[O:25])[O:21]2)=[CH:16][CH:15]=1.OC1C(C)=C2C(C=C(N[C:50](=[O:59])[O:51][CH2:52][C:53]3[CH:58]=[CH:57][CH:56]=[CH:55][CH:54]=3)C(=O)O2)=CC=1.C1(P([C:73]2[CH:78]=CC=CC=2)C2C=CC=CC=2)C=CC=CC=1.CC(O[C:83](/[N:85]=N/C(OC(C)C)=O)=O)C.C1[CH2:97][O:96]CC1. No catalyst specified. The product is [CH3:24][C:23]1[C:14]([O:13][CH:3]2[CH2:2][CH2:7][N:85]([CH3:83])[CH2:78][CH2:73]2)=[CH:15][CH:16]=[C:17]2[C:22]=1[O:21][C:20](=[O:25])[C:19]([NH:26][C:97](=[O:96])[C:50]([O:51][CH2:52][C:53]1[CH:54]=[CH:55][CH:56]=[CH:57][CH:58]=1)=[O:59])=[CH:18]2. The yield is 0.630. (7) The reactants are [CH2:1]([N:5]1[CH2:9][CH2:8][CH:7]([S:10]([C:13]2[CH:18]=[CH:17][C:16]([OH:19])=[CH:15][CH:14]=2)(=[O:12])=[O:11])[CH2:6]1)[CH2:2][CH:3]=[CH2:4].Br[C:21]1[CH:22]=[N:23][CH:24]=[CH:25][CH:26]=1.C([O-])([O-])=O.[K+].[K+]. The catalyst is CN(C=O)C. The product is [N:23]1[CH:24]=[CH:25][CH:26]=[C:21]([CH:4]=[CH:3][CH2:2][CH2:1][N:5]2[CH2:9][CH2:8][CH:7]([S:10]([C:13]3[CH:14]=[CH:15][C:16]([OH:19])=[CH:17][CH:18]=3)(=[O:12])=[O:11])[CH2:6]2)[CH:22]=1. The yield is 0.780. (8) The reactants are [C:1]([N:8]1[CH2:16][CH2:15][CH:11]([C:12]([OH:14])=O)[CH2:10][CH2:9]1)([O:3][C:4]([CH3:7])([CH3:6])[CH3:5])=[O:2].CN(C(ON1N=NC2C=CC=NC1=2)=[N+](C)C)C.F[P-](F)(F)(F)(F)F.CCN(C(C)C)C(C)C.[C:50]([NH:57][CH2:58][CH2:59][NH2:60])([O:52][C:53]([CH3:56])([CH3:55])[CH3:54])=[O:51]. The catalyst is CN(C=O)C. The product is [C:4]([O:3][C:1]([N:8]1[CH2:9][CH2:10][CH:11]([C:12](=[O:14])[NH:60][CH2:59][CH2:58][NH:57][C:50]([O:52][C:53]([CH3:56])([CH3:55])[CH3:54])=[O:51])[CH2:15][CH2:16]1)=[O:2])([CH3:5])([CH3:6])[CH3:7]. The yield is 0.960. (9) The reactants are [F:1][C:2]1[CH:10]=[CH:9][C:5]([C:6](Cl)=[O:7])=[CH:4][CH:3]=1.C[Si](C)(C)[C:13]1[S:14][CH:15]=[CH:16][N:17]=1. The catalyst is ClCCl. The product is [F:1][C:2]1[CH:10]=[CH:9][C:5]([C:6]([C:13]2[S:14][CH:15]=[CH:16][N:17]=2)=[O:7])=[CH:4][CH:3]=1. The yield is 0.770.